From a dataset of Catalyst prediction with 721,799 reactions and 888 catalyst types from USPTO. Predict which catalyst facilitates the given reaction. Reactant: C(Cl)Cl.Cl[Si:5]([C:8]([CH3:11])([CH3:10])[CH3:9])([CH3:7])[CH3:6].[OH:12][CH2:13][CH2:14]/[C:15](=[CH:25]\[S:26][C:27]1[CH:32]=[CH:31][CH:30]=[CH:29][CH:28]=1)/[C:16]([NH:18][C:19]1[CH:24]=[CH:23][CH:22]=[CH:21][CH:20]=1)=[O:17].N1C=CN=C1. Product: [Si:5]([O:12][CH2:13][CH2:14]/[C:15](=[CH:25]\[S:26][C:27]1[CH:32]=[CH:31][CH:30]=[CH:29][CH:28]=1)/[C:16]([NH:18][C:19]1[CH:24]=[CH:23][CH:22]=[CH:21][CH:20]=1)=[O:17])([C:8]([CH3:11])([CH3:10])[CH3:9])([CH3:7])[CH3:6]. The catalyst class is: 6.